From a dataset of Forward reaction prediction with 1.9M reactions from USPTO patents (1976-2016). Predict the product of the given reaction. (1) Given the reactants [CH3:1][C:2]1[O:6][N:5]=[C:4]([C:7]2[CH:12]=[CH:11][CH:10]=[CH:9][CH:8]=2)[C:3]=1[C:13]([NH:15][NH2:16])=[O:14].[CH3:17][O:18][C:19]1[CH:27]=[CH:26][C:25]([O:28][CH3:29])=[CH:24][C:20]=1[C:21](O)=O, predict the reaction product. The product is: [CH3:17][O:18][C:19]1[CH:27]=[CH:26][C:25]([O:28][CH3:29])=[CH:24][C:20]=1[C:21]1[O:14][C:13]([C:3]2[C:4]([C:7]3[CH:12]=[CH:11][CH:10]=[CH:9][CH:8]=3)=[N:5][O:6][C:2]=2[CH3:1])=[N:15][N:16]=1. (2) Given the reactants [NH2:1][CH2:2][CH2:3][CH2:4][CH2:5][CH2:6][CH2:7][CH2:8][CH2:9][CH2:10][N:11]1[CH2:16][CH2:15][CH:14]([O:17][C:18](=[O:32])[NH:19][C:20]2[CH:25]=[CH:24][CH:23]=[CH:22][C:21]=2[C:26]2[CH:31]=[CH:30][CH:29]=[CH:28][CH:27]=2)[CH2:13][CH2:12]1.[F:33][C:34]1[C:41]([OH:42])=[CH:40][CH:39]=[CH:38][C:35]=1[CH:36]=O.C(O)(=O)C.S([O-])([O-])(=O)=O.[Na+].[Na+].C(O[BH-](OC(=O)C)OC(=O)C)(=O)C.[Na+], predict the reaction product. The product is: [NH3:1].[F:33][C:34]1[C:41]([OH:42])=[CH:40][CH:39]=[CH:38][C:35]=1[CH2:36][NH:1][CH2:2][CH2:3][CH2:4][CH2:5][CH2:6][CH2:7][CH2:8][CH2:9][CH2:10][N:11]1[CH2:16][CH2:15][CH:14]([O:17][C:18](=[O:32])[NH:19][C:20]2[CH:25]=[CH:24][CH:23]=[CH:22][C:21]=2[C:26]2[CH:31]=[CH:30][CH:29]=[CH:28][CH:27]=2)[CH2:13][CH2:12]1. (3) Given the reactants [CH:1]([O:4][CH2:5][CH2:6][CH2:7][NH:8][S:9]([C:12]1[CH:13]=[C:14]([CH:18]=[CH:19][CH:20]=1)[C:15]([OH:17])=O)(=[O:11])=[O:10])([CH3:3])[CH3:2].CN(C(ON1N=NC2C=CC=NC1=2)=[N+](C)C)C.F[P-](F)(F)(F)(F)F.CN1CCOCC1.Cl.Cl.[NH:54]1[C:58]2([CH2:63][CH2:62][NH:61][CH2:60][CH2:59]2)[CH2:57][NH:56]/[C:55]/1=[N:64]\[C:65]([C:67]1[C:72]([NH2:73])=[N:71][C:70]([NH2:74])=[C:69]([Cl:75])[N:68]=1)=[O:66], predict the reaction product. The product is: [CH:1]([O:4][CH2:5][CH2:6][CH2:7][NH:8][S:9]([C:12]1[CH:13]=[C:14]([CH:18]=[CH:19][CH:20]=1)[C:15]([N:61]1[CH2:62][CH2:63][C:58]2([NH:54]/[C:55](=[N:64]/[C:65]([C:67]3[C:72]([NH2:73])=[N:71][C:70]([NH2:74])=[C:69]([Cl:75])[N:68]=3)=[O:66])/[NH:56][CH2:57]2)[CH2:59][CH2:60]1)=[O:17])(=[O:10])=[O:11])([CH3:2])[CH3:3]. (4) Given the reactants [CH3:1][C:2]1[CH:7]=[CH:6][CH:5]=[CH:4][C:3]=1[S:8]([NH2:11])(=[O:10])=[O:9].[O-:12][C:13]#[N:14].[K+], predict the reaction product. The product is: [NH2:14][C:13]([NH:11][S:8]([C:3]1[CH:4]=[CH:5][CH:6]=[CH:7][C:2]=1[CH3:1])(=[O:10])=[O:9])=[O:12]. (5) The product is: [CH:15]([N:18]([C:20]1[CH:27]=[CH:26][CH:25]=[CH:24][C:21]=1[CH2:22][N:1]1[CH2:2][CH2:3][CH:4]([NH:7][C:8](=[O:14])[O:9][C:10]([CH3:11])([CH3:13])[CH3:12])[CH2:5][CH2:6]1)[CH3:19])([CH3:17])[CH3:16]. Given the reactants [NH:1]1[CH2:6][CH2:5][CH:4]([NH:7][C:8](=[O:14])[O:9][C:10]([CH3:13])([CH3:12])[CH3:11])[CH2:3][CH2:2]1.[CH:15]([N:18]([C:20]1[CH:27]=[CH:26][CH:25]=[CH:24][C:21]=1[CH:22]=O)[CH3:19])([CH3:17])[CH3:16].[BH-](OC(C)=O)(OC(C)=O)OC(C)=O.[Na+].CC(O)=O, predict the reaction product. (6) Given the reactants [CH3:1][CH:2]1[CH2:6][CH2:5][CH2:4][N:3]1[CH2:7][CH2:8][CH2:9][OH:10].[H-].[Na+].Cl[C:14]1[N:19]=[CH:18][C:17]([C:20]2[O:21][CH2:22][C:23]([CH2:26][OH:27])([CH3:25])[N:24]=2)=[CH:16][CH:15]=1, predict the reaction product. The product is: [CH3:25][C:23]1([CH2:26][OH:27])[CH2:22][O:21][C:20]([C:17]2[CH:18]=[N:19][C:14]([O:10][CH2:9][CH2:8][CH2:7][N:3]3[CH2:4][CH2:5][CH2:6][CH:2]3[CH3:1])=[CH:15][CH:16]=2)=[N:24]1.